From a dataset of Full USPTO retrosynthesis dataset with 1.9M reactions from patents (1976-2016). Predict the reactants needed to synthesize the given product. (1) Given the product [CH:36]1([CH:34]([O:33][C:31](=[O:32])[NH:30][C:27]2[CH:28]=[CH:29][C:24]([C:4]3[N:5]([CH:20]4[CH2:23][CH2:22][CH2:21]4)[C:6]4[C:11]([C:3]=3[C:1]#[N:2])=[CH:10][CH:9]=[C:8]([C:44]3[CH:49]=[CH:48][CH:47]=[CH:46][N:45]=3)[CH:7]=4)=[CH:25][CH:26]=2)[CH3:35])[CH2:37][CH2:38]1, predict the reactants needed to synthesize it. The reactants are: [C:1]([C:3]1[C:11]2[C:6](=[CH:7][C:8](OS(C(F)(F)F)(=O)=O)=[CH:9][CH:10]=2)[N:5]([CH:20]2[CH2:23][CH2:22][CH2:21]2)[C:4]=1[C:24]1[CH:29]=[CH:28][C:27]([NH:30][C:31]([O:33][CH:34]([CH:36]2[CH2:38][CH2:37]2)[CH3:35])=[O:32])=[CH:26][CH:25]=1)#[N:2].C([Sn](CCCC)(CCCC)[C:44]1[CH:49]=[CH:48][CH:47]=[CH:46][N:45]=1)CCC.[F-].[Cs+].[F-].[K+]. (2) Given the product [F:12][C:13]1[CH:30]=[CH:29][C:16]([CH2:17][CH:18]2[CH2:19][CH2:20][N:21]([C:24](=[O:28])[C:25]([NH:9][C:6]3[CH:5]=[CH:4][C:3]([S:1](=[O:10])(=[O:2])[NH2:11])=[CH:8][CH:7]=3)=[O:26])[CH2:22][CH2:23]2)=[CH:15][CH:14]=1, predict the reactants needed to synthesize it. The reactants are: [S:1]([NH2:11])(=[O:10])([C:3]1[CH:8]=[CH:7][C:6]([NH2:9])=[CH:5][CH:4]=1)=[O:2].[F:12][C:13]1[CH:30]=[CH:29][C:16]([CH2:17][CH:18]2[CH2:23][CH2:22][N:21]([C:24](=[O:28])[C:25](O)=[O:26])[CH2:20][CH2:19]2)=[CH:15][CH:14]=1. (3) Given the product [CH3:18][O:14][C:13](=[O:15])[CH2:12][CH2:11][CH2:10][CH2:9][CH2:8][CH2:7][CH2:6][CH2:5][CH2:4][CH2:3][CH2:2][Br:1], predict the reactants needed to synthesize it. The reactants are: [Br:1][CH2:2][CH2:3][CH2:4][CH2:5][CH2:6][CH2:7][CH2:8][CH2:9][CH2:10][CH2:11][CH2:12][C:13]([OH:15])=[O:14].CO.[C:18]1(C)C=CC=CC=1.C(OC)(OC)OC. (4) Given the product [CH3:1][O:2][C:3]1[CH:4]=[C:5]2[C:10](=[CH:11][C:12]=1[CH:19]=[O:23])[C:9]([CH3:17])([C:13]([F:16])([F:14])[F:15])[O:8][CH2:7][CH2:6]2, predict the reactants needed to synthesize it. The reactants are: [CH3:1][O:2][C:3]1[CH:4]=[C:5]2[C:10](=[CH:11][CH:12]=1)[C:9]([CH3:17])([C:13]([F:16])([F:15])[F:14])[O:8][CH2:7][CH2:6]2.O.[C:19]([O:23]C)(C)(C)C. (5) Given the product [OH:1][CH2:2][CH:3]([CH2:5][OH:6])[OH:4].[C:7]([OH:14])(=[O:13])/[CH:8]=[CH:9]\[C:10]([OH:12])=[O:11], predict the reactants needed to synthesize it. The reactants are: [OH:1][CH2:2][CH:3]([CH2:5][OH:6])[OH:4].[C:7]([OH:14])(=[O:13])/[CH:8]=[CH:9]\[C:10]([OH:12])=[O:11]. (6) Given the product [CH2:1]([N:3]1[C:7]2=[N:8][C:9]([CH2:32][CH3:33])=[C:10]([CH2:19][NH:20][C:21]([C:23]3[CH:24]=[C:25]([C:29]([NH:34][CH2:35][C:36]4[CH:37]=[C:38]([C:42]5[CH:47]=[CH:46][CH:45]=[C:44]([CH2:48][CH:49]6[CH2:54][CH2:53][N:52]([C:55]([O:57][C:58]([CH3:61])([CH3:60])[CH3:59])=[O:56])[CH2:51][CH2:50]6)[CH:43]=5)[CH:39]=[CH:40][CH:41]=4)=[O:30])[CH:26]=[N:27][CH:28]=3)=[O:22])[C:11]([NH:12][CH:13]3[CH2:14][CH2:15][O:16][CH2:17][CH2:18]3)=[C:6]2[CH:5]=[N:4]1)[CH3:2], predict the reactants needed to synthesize it. The reactants are: [CH2:1]([N:3]1[C:7]2=[N:8][C:9]([CH2:32][CH3:33])=[C:10]([CH2:19][NH:20][C:21]([C:23]3[CH:24]=[C:25]([C:29](O)=[O:30])[CH:26]=[N:27][CH:28]=3)=[O:22])[C:11]([NH:12][CH:13]3[CH2:18][CH2:17][O:16][CH2:15][CH2:14]3)=[C:6]2[CH:5]=[N:4]1)[CH3:2].[NH2:34][CH2:35][C:36]1[CH:37]=[C:38]([C:42]2[CH:47]=[CH:46][CH:45]=[C:44]([CH2:48][CH:49]3[CH2:54][CH2:53][N:52]([C:55]([O:57][C:58]([CH3:61])([CH3:60])[CH3:59])=[O:56])[CH2:51][CH2:50]3)[CH:43]=2)[CH:39]=[CH:40][CH:41]=1.CN(C(ON1N=NC2C=CC=CC1=2)=[N+](C)C)C.F[P-](F)(F)(F)(F)F.CCN(CC)CC. (7) The reactants are: Br[C:2]1[C:10]2[C:9]([NH:11][C@H:12]([C:14]3[N:19]([C:20]4[CH:25]=[CH:24][CH:23]=[CH:22][CH:21]=4)[C:18](=[O:26])[C:17]4=[C:27]([CH3:30])[CH:28]=[CH:29][N:16]4[N:15]=3)[CH3:13])=[N:8][CH:7]=[N:6][C:5]=2[N:4]([CH2:31][O:32][CH2:33][CH2:34][Si:35]([CH3:38])([CH3:37])[CH3:36])[CH:3]=1.CC1(C)C(C)(C)OB([C:47]2[CH:48]=[C:49]3[CH:55]=[CH:54][NH:53][C:50]3=[N:51][CH:52]=2)O1.C(=O)([O-])[O-].[Na+].[Na+]. Given the product [NH:53]1[C:50]2=[N:51][CH:52]=[C:47]([C:2]3[C:10]4[C:9]([NH:11][C@H:12]([C:14]5[N:19]([C:20]6[CH:25]=[CH:24][CH:23]=[CH:22][CH:21]=6)[C:18](=[O:26])[C:17]6=[C:27]([CH3:30])[CH:28]=[CH:29][N:16]6[N:15]=5)[CH3:13])=[N:8][CH:7]=[N:6][C:5]=4[N:4]([CH2:31][O:32][CH2:33][CH2:34][Si:35]([CH3:38])([CH3:37])[CH3:36])[CH:3]=3)[CH:48]=[C:49]2[CH:55]=[CH:54]1, predict the reactants needed to synthesize it.